Dataset: Catalyst prediction with 721,799 reactions and 888 catalyst types from USPTO. Task: Predict which catalyst facilitates the given reaction. (1) Reactant: Br[CH2:2][C:3]([C:5]1[CH:10]=[CH:9][C:8]([OH:11])=[CH:7][CH:6]=1)=O.[Br:12][C:13]1[N:14]=[CH:15][C:16]([NH2:19])=[N:17][CH:18]=1. Product: [Br:12][C:13]1[N:14]=[CH:15][C:16]2[N:17]([CH:2]=[C:3]([C:5]3[CH:10]=[CH:9][C:8]([OH:11])=[CH:7][CH:6]=3)[N:19]=2)[CH:18]=1. The catalyst class is: 10. (2) Reactant: [C:1]1(=[O:10])[C:9]2[C:4](=[CH:5][CH:6]=[CH:7][CH:8]=2)[CH2:3][CH2:2]1.Cl.C([O:16][N:17]=O)CCC. Product: [C:1]1(=[O:10])[C:9]2[C:4](=[CH:5][CH:6]=[CH:7][CH:8]=2)[CH2:3][C:2]1=[N:17][OH:16]. The catalyst class is: 28. (3) Reactant: [N:1]([O-])=O.[Na+].[C:5]([C:7]1[CH:15]=[C:14]2[C:10](C=C[NH:13]2)=[CH:9][CH:8]=1)#[N:6].Cl.CCO[C:20]([CH3:22])=[O:21]. Product: [CH:20]([C:22]1[C:10]2[C:14](=[CH:15][C:7]([C:5]#[N:6])=[CH:8][CH:9]=2)[NH:13][N:1]=1)=[O:21]. The catalyst class is: 6. (4) Reactant: [CH3:1][N:2]1[CH:6]=[C:5]([C:7]2[CH:8]=[C:9]3[C:14](=[CH:15][C:16]=2[B:17]2[O:21]C(C)(C)C(C)(C)[O:18]2)[N:13]([C:26]2[C:30]4[CH2:31][N:32]([C:35](=[O:37])[CH3:36])[CH2:33][CH2:34][C:29]=4[N:28]([CH:38]4[CH2:43][CH2:42][O:41][CH2:40][CH2:39]4)[N:27]=2)[CH2:12][CH2:11][CH2:10]3)[CH:4]=[N:3]1.I([O-])(=O)(=O)=O.[Na+]. Product: [C:35]([N:32]1[CH2:33][CH2:34][C:29]2[N:28]([CH:38]3[CH2:39][CH2:40][O:41][CH2:42][CH2:43]3)[N:27]=[C:26]([N:13]3[C:14]4[C:9](=[CH:8][C:7]([C:5]5[CH:4]=[N:3][N:2]([CH3:1])[CH:6]=5)=[C:16]([B:17]([OH:18])[OH:21])[CH:15]=4)[CH2:10][CH2:11][CH2:12]3)[C:30]=2[CH2:31]1)(=[O:37])[CH3:36]. The catalyst class is: 20. (5) Reactant: C(OC([N:8]1[CH2:13][CH2:12][N:11]([C:14]([C:16]2[NH:17][C:18]([C:24]3[O:25][CH:26]=[C:27]([CH:29]([CH3:31])[CH3:30])[N:28]=3)=[C:19]([CH:21]([CH3:23])[CH3:22])[CH:20]=2)=[O:15])[CH2:10][C@@H:9]1[CH:32]([CH3:34])[CH3:33])=O)(C)(C)C.C(C(O)=O)(F)(F)F. Product: [CH:21]([C:19]1[CH:20]=[C:16]([C:14]([N:11]2[CH2:12][CH2:13][NH:8][C@@H:9]([CH:32]([CH3:34])[CH3:33])[CH2:10]2)=[O:15])[NH:17][C:18]=1[C:24]1[O:25][CH:26]=[C:27]([CH:29]([CH3:31])[CH3:30])[N:28]=1)([CH3:22])[CH3:23]. The catalyst class is: 2.